Dataset: Reaction yield outcomes from USPTO patents with 853,638 reactions. Task: Predict the reaction yield, written as a fraction of the theoretical maximum amount of product (1.0 means a 100% yield; for example, 0.34 means a 34% yield). (1) The reactants are [CH3:1][O:2][C:3]1[CH:4]=[C:5]2[C:10](=[CH:11][CH:12]=1)[NH:9][C:8](=O)[C:7]([C:14]([F:17])([F:16])[F:15])=[CH:6]2.O=P(Cl)(Cl)[Cl:20]. No catalyst specified. The product is [Cl:20][C:8]1[C:7]([C:14]([F:17])([F:16])[F:15])=[CH:6][C:5]2[C:10](=[CH:11][CH:12]=[C:3]([O:2][CH3:1])[CH:4]=2)[N:9]=1. The yield is 0.940. (2) The reactants are [CH3:1][C:2]1[C:11]2[CH:10]=[N:9][C:8]([S:12][CH3:13])=[N:7][C:6]=2[C:5](=O)[NH:4][CH:3]=1.O=P(Cl)(Cl)[Cl:17]. No catalyst specified. The product is [Cl:17][C:5]1[C:6]2[N:7]=[C:8]([S:12][CH3:13])[N:9]=[CH:10][C:11]=2[C:2]([CH3:1])=[CH:3][N:4]=1. The yield is 0.520. (3) The reactants are [C:1]([CH2:4][C:5]1[C:6]([F:16])=[C:7]([O:14][CH3:15])[CH:8]=[CH:9][C:10]=1[N+:11]([O-])=O)(=O)[CH3:2].C([O-])(=O)C.[NH4+]. The catalyst is CC(C)=O.[Cl-].[Cl-].[Cl-].[Ti+3]. The product is [F:16][C:6]1[C:7]([O:14][CH3:15])=[CH:8][CH:9]=[C:10]2[C:5]=1[CH:4]=[C:1]([CH3:2])[NH:11]2. The yield is 0.900. (4) The reactants are [CH3:1][O:2][C:3]1[CH:4]=[C:5]([CH2:11][CH2:12][NH:13][C:14]2[CH:19]=[CH:18][N:17]=[C:16]([NH:20][CH2:21][C:22]3[CH:31]=[CH:30][C:25]([C:26]([O:28]C)=[O:27])=[CH:24][CH:23]=3)[N:15]=2)[CH:6]=[CH:7][C:8]=1[O:9][CH3:10].O[Li].O. The catalyst is C1COCC1.O. The product is [CH3:1][O:2][C:3]1[CH:4]=[C:5]([CH2:11][CH2:12][NH:13][C:14]2[CH:19]=[CH:18][N:17]=[C:16]([NH:20][CH2:21][C:22]3[CH:23]=[CH:24][C:25]([C:26]([OH:28])=[O:27])=[CH:30][CH:31]=3)[N:15]=2)[CH:6]=[CH:7][C:8]=1[O:9][CH3:10]. The yield is 0.930. (5) The reactants are [CH:1]([C:4]1[C:11](B2OC(C)(C)C(C)(C)O2)=[CH:10][C:7]([C:8]#[N:9])=[C:6]([N:21]2[CH2:26][CH2:25][N:24]([C:27](=[O:32])[CH2:28][CH2:29][O:30][CH3:31])[C@H:23]([CH3:33])[CH2:22]2)[N:5]=1)([CH3:3])[CH3:2].[N-:34]=[N+:35]=[N-:36].[Na+]. The catalyst is CO.CC([O-])=O.CC([O-])=O.[Cu+2].O. The product is [N:34]([C:11]1[C:4]([CH:1]([CH3:3])[CH3:2])=[N:5][C:6]([N:21]2[CH2:26][CH2:25][N:24]([C:27](=[O:32])[CH2:28][CH2:29][O:30][CH3:31])[C@H:23]([CH3:33])[CH2:22]2)=[C:7]([CH:10]=1)[C:8]#[N:9])=[N+:35]=[N-:36]. The yield is 0.250. (6) The reactants are [F-].C([N+](CCCC)(CCCC)CCCC)CCC.O1C=[CH:22][CH:21]=[C:20]1[C:24]1[CH:31]=[CH:30][CH:29]=[CH:28][C:25]=1[CH:26]=[O:27].[F:32][C:33]([Si](C)(C)C)([F:35])[F:34].Cl.C1C[O:44][CH2:43]C1. No catalyst specified. The product is [F:32][C:33]([F:35])([F:34])[CH:26]([C:25]1[CH:28]=[CH:29][CH:30]=[CH:31][C:24]=1[C:20]1[CH:21]=[CH:22][O:44][CH:43]=1)[OH:27]. The yield is 0.900. (7) The reactants are Cl.[Br:2][C:3]1[C:4]([S:9]([CH:12]2[CH2:17][CH2:16][NH:15][CH2:14][CH2:13]2)(=[O:11])=[O:10])=[N:5][CH:6]=[CH:7][CH:8]=1.Br[CH2:19][CH2:20][OH:21].C([O-])([O-])=O.[K+].[K+]. The catalyst is CC#N. The product is [Br:2][C:3]1[C:4]([S:9]([CH:12]2[CH2:17][CH2:16][N:15]([CH2:19][CH2:20][OH:21])[CH2:14][CH2:13]2)(=[O:10])=[O:11])=[N:5][CH:6]=[CH:7][CH:8]=1. The yield is 0.690.